From a dataset of Forward reaction prediction with 1.9M reactions from USPTO patents (1976-2016). Predict the product of the given reaction. (1) Given the reactants [C:1]([O:5][C:6]([NH:8][C@@H:9]([CH2:13][O:14][CH3:15])[C:10](O)=[O:11])=[O:7])([CH3:4])([CH3:3])[CH3:2].CN1CCOCC1.CC(C)COC(Cl)=O.[BH4-].[Na+].Cl, predict the reaction product. The product is: [OH:11][CH2:10][C@@H:9]([NH:8][C:6](=[O:7])[O:5][C:1]([CH3:3])([CH3:2])[CH3:4])[CH2:13][O:14][CH3:15]. (2) The product is: [P:1]([O-:5])([O-:4])([O-:3])=[O:2].[Ca+2:12].[P:1]([O-:5])([O-:4])([O-:3])=[O:2].[Ca+2:12].[Ca+2:12]. Given the reactants [PH2:1]([OH:3])=[O:2].[OH2:4].[OH2:5].O.O.[N+]([O-])([O-])=O.[Ca+2:12].[N+]([O-])([O-])=O, predict the reaction product. (3) The product is: [F:1][C:2]1[CH:7]=[C:6]([N:8]2[CH:13]=[CH:12][CH:11]=[CH:10][C:9]2=[O:14])[CH:5]=[CH:4][C:3]=1[NH:15][C:16]([N:18]1[CH2:22][C@H:21]([OH:23])[C@H:20]([CH2:24][NH:25][C:26]([C:28]2[S:29][C:30]([Cl:33])=[CH:31][CH:32]=2)=[O:27])[CH2:19]1)=[O:17]. Given the reactants [F:1][C:2]1[CH:7]=[C:6]([N:8]2[CH:13]=[CH:12][CH:11]=[CH:10][C:9]2=[O:14])[CH:5]=[CH:4][C:3]=1[NH:15][C:16]([N:18]1[CH2:22][C:21](=[O:23])[C@H:20]([CH2:24][NH:25][C:26]([C:28]2[S:29][C:30]([Cl:33])=[CH:31][CH:32]=2)=[O:27])[CH2:19]1)=[O:17].[BH4-].[Na+], predict the reaction product. (4) Given the reactants [OH:1][CH2:2][CH:3]1[NH:8][CH2:7][CH2:6][N:5]([C:9]([O:11][C:12]([CH3:15])([CH3:14])[CH3:13])=[O:10])[CH2:4]1.[O:16]1[CH2:19][C:18](=O)[CH2:17]1.CC(O)=O.C([BH3-])#N.[Na+], predict the reaction product. The product is: [OH:1][CH2:2][CH:3]1[N:8]([CH:18]2[CH2:19][O:16][CH2:17]2)[CH2:7][CH2:6][N:5]([C:9]([O:11][C:12]([CH3:15])([CH3:14])[CH3:13])=[O:10])[CH2:4]1. (5) The product is: [F:7][C:8]1([F:19])[CH2:13][CH2:12][CH:11]([CH2:14][OH:15])[CH2:10][CH2:9]1. Given the reactants [H-].[Al+3].[Li+].[H-].[H-].[H-].[F:7][C:8]1([F:19])[CH2:13][CH2:12][CH:11]([C:14](OCC)=[O:15])[CH2:10][CH2:9]1.[OH-].[Na+].[O-]S([O-])(=O)=O.[Na+].[Na+], predict the reaction product. (6) Given the reactants [CH3:1][O:2][C:3]1[CH:8]=[CH:7][C:6]([O:9][CH3:10])=[CH:5][C:4]=1[S:11][C:12]1[N:13]([CH2:22][CH2:23][CH2:24][CH3:25])[C:14]2[N:15]=[CH:16][NH:17][C:18](=[O:21])[C:19]=2[N:20]=1.C(N(C(C)C)CC)(C)C.[CH3:35][O:36][CH2:37][CH2:38][O:39][CH2:40]Cl.O, predict the reaction product. The product is: [CH3:35][O:36][CH2:37][CH2:38][O:39][CH2:40][N:17]1[C:18](=[O:21])[C:19]2[N:20]=[C:12]([S:11][C:4]3[CH:5]=[C:6]([O:9][CH3:10])[CH:7]=[CH:8][C:3]=3[O:2][CH3:1])[N:13]([CH2:22][CH2:23][CH2:24][CH3:25])[C:14]=2[N:15]=[CH:16]1. (7) Given the reactants FC(F)(F)C1C=C(C=CC=1)C=O.[CH3:13][CH:14]([CH3:33])[CH:15]([C:27]1[CH:32]=[CH:31][CH:30]=[CH:29][CH:28]=1)[C:16]([NH:18][C@@H:19]1[C@@H:26]2[C@@H:22]([CH2:23][NH:24][CH2:25]2)[CH2:21][CH2:20]1)=[O:17].[CH:34]1([CH:40]([CH:52]2CCCC[CH2:53]2)C(N[C@@H]2[C@H]3[C@H](CNC3)CC2)=O)[CH2:39][CH2:38][CH2:37][CH2:36][CH2:35]1, predict the reaction product. The product is: [CH3:13][CH:14]([CH3:33])[CH:15]([C:27]1[CH:28]=[CH:29][CH:30]=[CH:31][CH:32]=1)[C:16]([NH:18][C@@H:19]1[C@@H:26]2[C@@H:22]([CH2:23][N:24]([CH2:53][CH2:52][CH2:40][C:34]3[CH:39]=[CH:38][CH:37]=[CH:36][CH:35]=3)[CH2:25]2)[CH2:21][CH2:20]1)=[O:17]. (8) Given the reactants F[C:2]1[CH:3]=[CH:4][C:5]([O:11][CH3:12])=[C:6]([B:8]([OH:10])[OH:9])[CH:7]=1.BrC1C=[C:18]([O:20]C)C=CC=1OC.[Li]CCCC.COB(OC)OC, predict the reaction product. The product is: [CH3:12][O:11][C:5]1[CH:4]=[CH:3][C:2]([O:20][CH3:18])=[CH:7][C:6]=1[B:8]([OH:10])[OH:9].